From a dataset of Experimentally validated miRNA-target interactions with 360,000+ pairs, plus equal number of negative samples. Binary Classification. Given a miRNA mature sequence and a target amino acid sequence, predict their likelihood of interaction. The miRNA is mmu-miR-26b-5p with sequence UUCAAGUAAUUCAGGAUAGGU. The protein sequence of the target gene is MKAFHTFCVVLLVFGSVSEAKFDDFEDEEDIVEYDDNDFAEFEDVMEDSVTESPQRVIITEDDEDETTVELEGQDENQEGDFEDADTQEGDTESEPYDDEEFEGYEDKPDTSSSKNKDPITIVDVPAHLQNSWESYYLEILMVTGLLAYIMNYIIGKNKNSRLAQAWFNTHRELLESNFTLVGDDGTNKEATSTGKLNQENEHIYNLWCSGRVCCEGMLIQLRFLKRQDLLNVLARMMRPVSDQVQIKVTMNDEDMDTYVFAVGTRKALVRLQKEMQDLSEFCSDKPKSGAKYGLPDSLA.... Result: 0 (no interaction).